This data is from Forward reaction prediction with 1.9M reactions from USPTO patents (1976-2016). The task is: Predict the product of the given reaction. Given the reactants O1CCCC[CH:2]1[O:7][CH:8]1[CH2:13][CH2:12][CH2:11][CH2:10][O:9]1.[CH2:14](O)[CH2:15][C:16]#C.C1(C)C=CC(S(O)(=O)=[O:26])=CC=1.N1C=CC=CC=1.O1C=CCCC1, predict the reaction product. The product is: [OH:9][CH2:10][CH2:11]/[C:12](/[CH:15]([CH3:16])[CH3:14])=[CH:13]\[C:8]([O:7][CH3:2])=[O:26].